This data is from Forward reaction prediction with 1.9M reactions from USPTO patents (1976-2016). The task is: Predict the product of the given reaction. Given the reactants [CH:1]1[C:13]2[NH:12][C:11]3[C:6](=[CH:7][CH:8]=[CH:9][CH:10]=3)[C:5]=2[CH:4]=[CH:3][C:2]=1[OH:14].[CH:15]1[CH:20]=[CH:19][C:18]([CH2:21]Br)=[CH:17][CH:16]=1.C([O-])([O-])=O.[K+].[K+].O, predict the reaction product. The product is: [CH2:21]([O:14][C:2]1[CH:3]=[CH:4][C:5]2[C:6]3[C:11](=[CH:10][CH:9]=[CH:8][CH:7]=3)[NH:12][C:13]=2[CH:1]=1)[C:18]1[CH:19]=[CH:20][CH:15]=[CH:16][CH:17]=1.